Dataset: Reaction yield outcomes from USPTO patents with 853,638 reactions. Task: Predict the reaction yield, written as a fraction of the theoretical maximum amount of product (1.0 means a 100% yield; for example, 0.34 means a 34% yield). (1) The reactants are [CH3:1][CH:2]([CH3:15])[C@H:3]([NH:7][C:8]([O:10][CH2:11][CH:12]([CH3:14])[CH3:13])=[O:9])[C:4]([OH:6])=O.CN1CCOCC1.CC(C)COC(Cl)=O.Cl.[NH2:32][C@@H:33]([CH:43]([CH3:45])[CH3:44])[CH2:34][NH:35][C:36]([C:38]1[S:39][CH:40]=[CH:41][CH:42]=1)=[O:37].C(N(CC)CC)C. The product is [S:39]1[CH:40]=[CH:41][CH:42]=[C:38]1[C:36]([NH:35][CH2:34][C@@H:33]([NH:32][C:4](=[O:6])[C@@H:3]([NH:7][C:8]([O:10][CH2:11][CH:12]([CH3:14])[CH3:13])=[O:9])[CH:2]([CH3:1])[CH3:15])[CH:43]([CH3:44])[CH3:45])=[O:37]. The catalyst is ClCCl. The yield is 0.820. (2) The reactants are [Na].C(O)C.[Cl:5][C:6]1[CH:7]=[C:8]([C:16](=[O:18])[CH3:17])[CH:9]=[CH:10][C:11]=1[O:12][CH:13]([CH3:15])[CH3:14].[C:19](OCC)(=[O:25])[C:20]([O:22][CH2:23][CH3:24])=[O:21]. The catalyst is CCOC(C)=O. The product is [Cl:5][C:6]1[CH:7]=[C:8]([C:16](=[O:18])[CH2:17][C:19](=[O:25])[C:20]([O:22][CH2:23][CH3:24])=[O:21])[CH:9]=[CH:10][C:11]=1[O:12][CH:13]([CH3:15])[CH3:14]. The yield is 1.00. (3) The reactants are [CH2:1]([O:8][C:9]1([C:12]2[CH:17]=[CH:16][C:15]([C:18]#[C:19][C:20]3[CH:25]=[CH:24][C:23]([CH2:26][C:27]([O:29]C)=[O:28])=[CH:22][CH:21]=3)=[CH:14][C:13]=2[CH3:31])[CH2:11][CH2:10]1)[C:2]1[CH:7]=[CH:6][CH:5]=[CH:4][CH:3]=1.[OH-].[Na+]. The catalyst is C(O)C.O1CCCC1. The product is [CH2:1]([O:8][C:9]1([C:12]2[CH:17]=[CH:16][C:15]([C:18]#[C:19][C:20]3[CH:21]=[CH:22][C:23]([CH2:26][C:27]([OH:29])=[O:28])=[CH:24][CH:25]=3)=[CH:14][C:13]=2[CH3:31])[CH2:10][CH2:11]1)[C:2]1[CH:3]=[CH:4][CH:5]=[CH:6][CH:7]=1. The yield is 0.400. (4) The catalyst is CS(C)=O.C(=O)(O)[O-].[Na+]. The product is [Cl:30][C:31]1[CH:32]=[CH:33][C:34]([N:37]2[CH2:42][CH2:41][N:40]([CH2:12][C@@H:13]3[O:27][C:17]4=[C:18]5[C:23](=[CH:24][CH:25]=[C:16]4[O:15][CH2:14]3)[N:22]=[C:21]([CH3:26])[CH:20]=[CH:19]5)[CH2:39][CH2:38]2)=[CH:35][CH:36]=1. The yield is 0.150. The reactants are BrC1C=CC(S(O[CH2:12][C@@H:13]2[O:27][C:17]3=[C:18]4[C:23](=[CH:24][CH:25]=[C:16]3[O:15][CH2:14]2)[N:22]=[C:21]([CH3:26])[CH:20]=[CH:19]4)(=O)=O)=CC=1.Cl.Cl.[Cl:30][C:31]1[CH:36]=[CH:35][C:34]([N:37]2[CH2:42][CH2:41][NH:40][CH2:39][CH2:38]2)=[CH:33][CH:32]=1.C(N(CC)C(C)C)(C)C. (5) The reactants are [CH3:1][O:2][C:3]1[C:8]([N+:9]([O-:11])=[O:10])=[CH:7][C:6]([CH3:12])=[CH:5][C:4]=1B1OC(C)(C)C(C)(C)O1.Br[C:23]1[S:27][C:26]([C:28]([OH:30])=[O:29])=[CH:25][CH:24]=1.C(=O)([O-])[O-].[Na+].[Na+]. The catalyst is O1CCOCC1.O.C1C=CC([P]([Pd]([P](C2C=CC=CC=2)(C2C=CC=CC=2)C2C=CC=CC=2)([P](C2C=CC=CC=2)(C2C=CC=CC=2)C2C=CC=CC=2)[P](C2C=CC=CC=2)(C2C=CC=CC=2)C2C=CC=CC=2)(C2C=CC=CC=2)C2C=CC=CC=2)=CC=1. The product is [N+:9]([C:8]1[C:3]([O:2][CH3:1])=[C:4]([C:23]2[S:27][C:26]([C:28]([OH:30])=[O:29])=[CH:25][CH:24]=2)[CH:5]=[C:6]([CH3:12])[CH:7]=1)([O-:11])=[O:10]. The yield is 0.736. (6) The reactants are C1(C(=[N:14][CH:15]([C@H:21]([CH2:29][CH3:30])[CH2:22][CH:23]([CH3:28])[CH2:24][CH2:25][CH:26]=[CH2:27])[C:16]([O:18][CH2:19][CH3:20])=[O:17])C2C=CC=CC=2)C=CC=CC=1.[ClH:31]. The catalyst is C(OCC)C. The product is [ClH:31].[NH2:14][CH:15]([C@H:21]([CH2:29][CH3:30])[CH2:22][CH:23]([CH3:28])[CH2:24][CH2:25][CH:26]=[CH2:27])[C:16]([O:18][CH2:19][CH3:20])=[O:17]. The yield is 0.624.